From a dataset of Reaction yield outcomes from USPTO patents with 853,638 reactions. Predict the reaction yield, written as a fraction of the theoretical maximum amount of product (1.0 means a 100% yield; for example, 0.34 means a 34% yield). (1) The reactants are [CH3:1][O:2][C:3]1[CH:10]=[CH:9][C:6]([CH2:7][OH:8])=[CH:5][CH:4]=1.[H-].[Na+].Cl[C:14]1[CH:22]=[CH:21][C:17]([C:18]([OH:20])=[O:19])=[CH:16][N:15]=1.Cl. The catalyst is CN(C=O)C.O. The product is [CH3:1][O:2][C:3]1[CH:10]=[CH:9][C:6]([CH2:7][O:8][C:14]2[CH:22]=[CH:21][C:17]([C:18]([OH:20])=[O:19])=[CH:16][N:15]=2)=[CH:5][CH:4]=1. The yield is 0.990. (2) The reactants are [F:1][C:2]([F:19])([F:18])[C:3]1[N:8]=[CH:7][C:6]([CH2:9][O:10][C:11]2[CH:16]=[CH:15][NH:14][C:13](=[O:17])[CH:12]=2)=[CH:5][CH:4]=1.Br[C:21]1[CH:29]=[C:28]2[C:24]([C:25]3[CH2:34][CH2:33][N:32]([C:35]([O:37][C:38]([CH3:41])([CH3:40])[CH3:39])=[O:36])[CH2:31][C:26]=3[N:27]2[CH3:30])=[CH:23][CH:22]=1. No catalyst specified. The product is [CH3:30][N:27]1[C:28]2[C:24](=[CH:23][CH:22]=[C:21]([N:14]3[CH:15]=[CH:16][C:11]([O:10][CH2:9][C:6]4[CH:7]=[N:8][C:3]([C:2]([F:1])([F:18])[F:19])=[CH:4][CH:5]=4)=[CH:12][C:13]3=[O:17])[CH:29]=2)[C:25]2[CH2:34][CH2:33][N:32]([C:35]([O:37][C:38]([CH3:41])([CH3:40])[CH3:39])=[O:36])[CH2:31][C:26]1=2. The yield is 0.210. (3) The reactants are [C:1]([C:3]1[CH:8]=[CH:7][CH:6]=[CH:5][C:4]=1[C:9]1[CH:14]=[CH:13][C:12]([CH2:15][CH:16]([C:22](=O)[CH2:23][CH2:24][CH3:25])[C:17](OCC)=[O:18])=[CH:11][CH:10]=1)#[N:2].[CH3:27][CH:28]1[CH2:33][CH:32]([NH:34][C:35]2[NH:39][CH:38]=[N:37][N:36]=2)[CH2:31][CH2:30][O:29]1. No catalyst specified. The product is [CH3:27][CH:28]1[CH2:33][CH:32]([N:34]2[C:17](=[O:18])[C:16]([CH2:15][C:12]3[CH:13]=[CH:14][C:9]([C:4]4[C:3]([C:1]#[N:2])=[CH:8][CH:7]=[CH:6][CH:5]=4)=[CH:10][CH:11]=3)=[C:22]([CH2:23][CH2:24][CH3:25])[N:36]3[N:37]=[CH:38][N:39]=[C:35]23)[CH2:31][CH2:30][O:29]1. The yield is 0.560. (4) The product is [Br:1][C:2]1[N:6]([C:25]([O:26][C:27]([CH3:30])([CH3:29])[CH3:28])=[O:31])[CH:5]=[C:4]([CH:7]=[O:8])[CH:3]=1. The reactants are [Br:1][C:2]1[NH:6][CH:5]=[C:4]([CH:7]=[O:8])[CH:3]=1.CN(C1C=CC=CN=1)C.C(N(CC)CC)C.[C:25](O[C:25]([O:26][C:27]([CH3:30])([CH3:29])[CH3:28])=[O:31])(=[O:31])[O:26][C:27]([CH3:30])([CH3:29])[CH3:28]. The yield is 0.990. The catalyst is C(OCC)C. (5) The reactants are [Cl:1][C:2]1[CH:3]=[N:4][C:5]2[NH:6][C:7]3[CH:8]=[CH:9][CH:10]=[C:11]([CH:23]=3)[CH2:12][NH:13][C:14]3[CH:22]=[C:18]([NH:19][C:20]=1[N:21]=2)[CH:17]=[CH:16][CH:15]=3.[C:24](Cl)(=[O:28])[CH2:25][CH2:26][CH3:27]. No catalyst specified. The product is [C:24]([N:13]1[CH2:12][C:11]2[CH:23]=[C:7]([CH:8]=[CH:9][CH:10]=2)[NH:6][C:5]2=[N:21][C:20](=[C:2]([Cl:1])[CH:3]=[N:4]2)[NH:19][C:18]2=[CH:22][C:14]1=[CH:15][CH:16]=[CH:17]2)(=[O:28])[CH2:25][CH2:26][CH3:27]. The yield is 0.500. (6) The reactants are C(NC(C)C)(C)C.[Li]CCCC.CCCCCC.[F:19][C:20]1[CH:25]=[CH:24][C:23]([C:26]2[S:27][CH:28]=[CH:29][N:30]=2)=[CH:22][CH:21]=1.[C:31]([C:34]1[CH:39]=[CH:38][N:37]=[CH:36][CH:35]=1)(=[O:33])[CH3:32]. The catalyst is C1COCC1. The product is [F:19][C:20]1[CH:21]=[CH:22][C:23]([C:26]2[S:27][C:28]([C:31]([C:34]3[CH:39]=[CH:38][N:37]=[CH:36][CH:35]=3)([OH:33])[CH3:32])=[CH:29][N:30]=2)=[CH:24][CH:25]=1. The yield is 0.570. (7) The reactants are [O:1]1[C:5]2([CH2:10][CH2:9][CH:8]([NH:11][C:12]3[N:16]=[C:15]([C:17]([F:20])([F:19])[F:18])[NH:14][N:13]=3)[CH2:7][CH2:6]2)[O:4][CH2:3][CH2:2]1.[C:21]([C:23]1[CH:28]=[CH:27][CH:26]=[CH:25][C:24]=1[C:29]1[CH:34]=[CH:33][C:32]([CH2:35][CH:36]([C:42](=O)[CH2:43][CH2:44][CH3:45])[C:37](OCC)=[O:38])=[CH:31][CH:30]=1)#[N:22].N12CCCN=C1CCCCC2. The catalyst is C(N(CC)C1C=CC=CC=1)C.C(OCC)(=O)C. The product is [O:1]1[C:5]2([CH2:10][CH2:9][CH:8]([N:11]3[C:37](=[O:38])[C:36]([CH2:35][C:32]4[CH:33]=[CH:34][C:29]([C:24]5[C:23]([C:21]#[N:22])=[CH:28][CH:27]=[CH:26][CH:25]=5)=[CH:30][CH:31]=4)=[C:42]([CH2:43][CH2:44][CH3:45])[N:13]4[N:14]=[C:15]([C:17]([F:20])([F:18])[F:19])[N:16]=[C:12]34)[CH2:7][CH2:6]2)[O:4][CH2:3][CH2:2]1. The yield is 0.410. (8) The reactants are [NH2:1][C:2]1[S:3][C:4]2[CH:10]=[C:9]([O:11][C:12]3[CH:13]=[C:14]([NH:18][C:19](=[O:31])[C:20]4[CH:25]=[CH:24][CH:23]=[C:22]([C:26]5([C:29]#[N:30])[CH2:28][CH2:27]5)[CH:21]=4)[CH:15]=[CH:16][CH:17]=3)[CH:8]=[CH:7][C:5]=2[N:6]=1.[O:32]1[CH:36]=[C:35]([C:37](O)=[O:38])[N:34]=[CH:33]1.Cl.C(N=C=NCCCN(C)C)C.[OH-].[Na+]. The catalyst is N1C=CC=CC=1.CN(C)C1C=CN=CC=1.CO. The product is [C:29]([C:26]1([C:22]2[CH:21]=[C:20]([CH:25]=[CH:24][CH:23]=2)[C:19]([NH:18][C:14]2[CH:13]=[C:12]([CH:17]=[CH:16][CH:15]=2)[O:11][C:9]2[CH:8]=[CH:7][C:5]3[N:6]=[C:2]([NH:1][C:37]([C:35]4[N:34]=[CH:33][O:32][CH:36]=4)=[O:38])[S:3][C:4]=3[CH:10]=2)=[O:31])[CH2:27][CH2:28]1)#[N:30]. The yield is 0.340. (9) The reactants are [Br:1][C:2]1[CH:3]=[C:4](I)[C:5]2[N:6]([CH:8]=[CH:9][N:10]=2)[CH:7]=1.[NH2:12][C:13]1[CH:18]=[CH:17][C:16]([C:19]([N:21]2[CH2:26][CH2:25][O:24][CH2:23][CH2:22]2)=[O:20])=[CH:15][CH:14]=1.CC1(C)C2C(=C(P(C3C=CC=CC=3)C3C=CC=CC=3)C=CC=2)OC2C(P(C3C=CC=CC=3)C3C=CC=CC=3)=CC=CC1=2.O. The catalyst is O1CCOCC1.C1C=CC(/C=C/C(/C=C/C2C=CC=CC=2)=O)=CC=1.C1C=CC(/C=C/C(/C=C/C2C=CC=CC=2)=O)=CC=1.C1C=CC(/C=C/C(/C=C/C2C=CC=CC=2)=O)=CC=1.[Pd].[Pd]. The product is [Br:1][C:2]1[CH:3]=[C:4]([NH:12][C:13]2[CH:14]=[CH:15][C:16]([C:19]([N:21]3[CH2:22][CH2:23][O:24][CH2:25][CH2:26]3)=[O:20])=[CH:17][CH:18]=2)[C:5]2[N:6]([CH:8]=[CH:9][N:10]=2)[CH:7]=1. The yield is 0.440. (10) The reactants are [CH3:1][O:2][C:3]1[CH:4]=[C:5]([CH:9]=[CH:10][CH:11]=1)[CH2:6][CH2:7][NH2:8].[I:12][C:13]1[CH:21]=[CH:20][C:16]([C:17](Cl)=[O:18])=[CH:15][CH:14]=1.CCN(CC)CC. The catalyst is C(Cl)Cl. The product is [I:12][C:13]1[CH:21]=[CH:20][C:16]([C:17]([NH:8][CH2:7][CH2:6][C:5]2[CH:9]=[CH:10][CH:11]=[C:3]([O:2][CH3:1])[CH:4]=2)=[O:18])=[CH:15][CH:14]=1. The yield is 0.720.